From a dataset of Forward reaction prediction with 1.9M reactions from USPTO patents (1976-2016). Predict the product of the given reaction. (1) Given the reactants [F:1][C:2]1[CH:3]=[C:4]([CH:10]=[CH:11][CH:12]=1)/[CH:5]=[CH:6]/[C:7]([OH:9])=[O:8].[H][H], predict the reaction product. The product is: [F:1][C:2]1[CH:3]=[C:4]([CH:10]=[CH:11][CH:12]=1)[CH2:5][CH2:6][C:7]([OH:9])=[O:8]. (2) Given the reactants [F:1][C:2]1[CH:3]=[C:4]([CH:14]=[CH:15][CH:16]=1)[O:5][CH2:6][C:7]1[CH:12]=[CH:11][C:10]([NH2:13])=[CH:9][CH:8]=1.[NH2:17][C:18]([C:20]1([C:23](O)=[O:24])[CH2:22][CH2:21]1)=[O:19], predict the reaction product. The product is: [F:1][C:2]1[CH:3]=[C:4]([CH:14]=[CH:15][CH:16]=1)[O:5][CH2:6][C:7]1[CH:8]=[CH:9][C:10]([NH:13][C:23]([C:20]2([C:18]([NH2:17])=[O:19])[CH2:22][CH2:21]2)=[O:24])=[CH:11][CH:12]=1.